From a dataset of Full USPTO retrosynthesis dataset with 1.9M reactions from patents (1976-2016). Predict the reactants needed to synthesize the given product. Given the product [C:12]([CH:11]([C:6]1[CH:7]=[CH:8][C:9]([Cl:10])=[C:4]([Cl:3])[CH:5]=1)[CH2:15][CH2:16][CH2:17][C:18]([O:20][CH2:21][CH3:22])=[O:19])#[N:13], predict the reactants needed to synthesize it. The reactants are: [H-].[Na+].[Cl:3][C:4]1[CH:5]=[C:6]([CH2:11][C:12]#[N:13])[CH:7]=[CH:8][C:9]=1[Cl:10].Br[CH2:15][CH2:16][CH2:17][C:18]([O:20][CH2:21][CH3:22])=[O:19].